This data is from Full USPTO retrosynthesis dataset with 1.9M reactions from patents (1976-2016). The task is: Predict the reactants needed to synthesize the given product. (1) Given the product [ClH:2].[Cl:2][C:3]1[CH:22]=[CH:21][C:6]([O:7][C@@H:8]([C:15]2[CH:20]=[CH:19][CH:18]=[CH:17][CH:16]=2)[C@@H:9]2[O:14][CH2:13][CH2:12][NH:11][CH2:10]2)=[C:5]([O:23][CH3:24])[CH:4]=1, predict the reactants needed to synthesize it. The reactants are: Cl.[Cl:2][C:3]1[CH:22]=[CH:21][C:6]([O:7][C@H:8]([C:15]2[CH:20]=[CH:19][CH:18]=[CH:17][CH:16]=2)[C@H:9]2[O:14][CH2:13][CH2:12][NH:11][CH2:10]2)=[C:5]([O:23][CH3:24])[CH:4]=1.C([C@@H]1OCCN(C(OC(C)(C)C)=O)C1)(=O)C1C=CC=CC=1. (2) The reactants are: [CH3:1][C:2]1[C:7]([B:8]2[O:12][C:11]([CH3:14])([CH3:13])[C:10]([CH3:16])([CH3:15])[O:9]2)=[CH:6][CH:5]=[CH:4][C:3]=1[NH2:17].C(N(CC)CC)C.[CH:25]([O:28][C:29]1[CH:37]=[CH:36][C:32]([C:33](O)=[O:34])=[CH:31][CH:30]=1)([CH3:27])[CH3:26].CN(C(ON1N=NC2C=CC=NC1=2)=[N+](C)C)C.F[P-](F)(F)(F)(F)F. Given the product [CH:25]([O:28][C:29]1[CH:37]=[CH:36][C:32]([C:33]([NH:17][C:3]2[CH:4]=[CH:5][CH:6]=[C:7]([B:8]3[O:12][C:11]([CH3:13])([CH3:14])[C:10]([CH3:16])([CH3:15])[O:9]3)[C:2]=2[CH3:1])=[O:34])=[CH:31][CH:30]=1)([CH3:27])[CH3:26], predict the reactants needed to synthesize it. (3) Given the product [C:52]([O:51][C:50]([N:49]([CH3:57])[C@@H:47]([CH3:48])[C:46]([NH:45][C@@H:22]([C:21]([CH3:60])([CH3:59])[CH3:20])[C:23]([N:24]1[C@H:33]([CH2:34][N:35]([CH2:36][CH2:37][C:38]2[CH:39]=[CH:40][CH:41]=[CH:42][CH:43]=2)[C:9]([C:8]2[CH:7]=[CH:6][C:5]([C:3]([O:2][CH3:1])=[O:4])=[CH:13][CH:12]=2)=[O:11])[CH2:32][C:31]2[C:26](=[CH:27][CH:28]=[CH:29][CH:30]=2)[CH2:25]1)=[O:44])=[O:58])=[O:56])([CH3:53])([CH3:55])[CH3:54], predict the reactants needed to synthesize it. The reactants are: [CH3:1][O:2][C:3]([C:5]1[CH:13]=[CH:12][C:8]([C:9]([OH:11])=O)=[CH:7][CH:6]=1)=[O:4].C(Cl)(=O)C(Cl)=O.[CH3:20][C:21]([CH3:60])([CH3:59])[C@H:22]([NH:45][C:46](=[O:58])[C@@H:47]([N:49]([CH3:57])[C:50](=[O:56])[O:51][C:52]([CH3:55])([CH3:54])[CH3:53])[CH3:48])[C:23](=[O:44])[N:24]1[C@H:33]([CH2:34][NH:35][CH2:36][CH2:37][C:38]2[CH:43]=[CH:42][CH:41]=[CH:40][CH:39]=2)[CH2:32][C:31]2[C:26](=[CH:27][CH:28]=[CH:29][CH:30]=2)[CH2:25]1.C(O)(C(F)(F)F)=O.CN1CCOCC1. (4) Given the product [Br:1][C:2]1[CH:3]=[CH:4][C:5]([O:11][CH2:12][C:13]2[CH:18]=[CH:17][CH:16]=[CH:15][CH:14]=2)=[C:6]([CH:10]=1)[C:7]([NH2:20])=[O:8], predict the reactants needed to synthesize it. The reactants are: [Br:1][C:2]1[CH:3]=[CH:4][C:5]([O:11][CH2:12][C:13]2[CH:18]=[CH:17][CH:16]=[CH:15][CH:14]=2)=[C:6]([CH:10]=1)[C:7](O)=[O:8].C[N:20]1CCOCC1.ClC(OCC(C)C)=O.N. (5) Given the product [Cl:28][C:16]1[C:17]([NH:19][C:20]2[CH:24]=[C:23]([CH:25]3[CH2:27][CH2:26]3)[NH:22][N:21]=2)=[N:18][C:13]([NH:11][CH:9]([C:5]2[CH:4]=[CH:3][C:2]([F:1])=[C:7]([CH3:8])[N:6]=2)[CH3:10])=[N:14][CH:15]=1, predict the reactants needed to synthesize it. The reactants are: [F:1][C:2]1[CH:3]=[CH:4][C:5]([CH:9]([NH2:11])[CH3:10])=[N:6][C:7]=1[CH3:8].Cl[C:13]1[N:18]=[C:17]([NH:19][C:20]2[CH:24]=[C:23]([CH:25]3[CH2:27][CH2:26]3)[NH:22][N:21]=2)[C:16]([Cl:28])=[CH:15][N:14]=1.CCN(C(C)C)C(C)C. (6) Given the product [Cl:7][C:8]1[CH:13]=[C:12]([C:2]2[S:3][CH:4]=[CH:5][CH:6]=2)[CH:11]=[CH:10][CH:9]=1, predict the reactants needed to synthesize it. The reactants are: Br[C:2]1[S:3][CH:4]=[CH:5][CH:6]=1.[Cl:7][C:8]1[CH:9]=[C:10](B(O)O)[CH:11]=[CH:12][CH:13]=1. (7) Given the product [Cl:1][C:2]1[CH:3]=[C:4]([N:8]([CH2:9][C:10]2[C:19]3[C:14](=[C:15]([F:20])[CH:16]=[CH:17][CH:18]=3)[NH:13][C:12](=[O:21])[CH:11]=2)[C:27](=[O:28])[C:26]2[CH:30]=[CH:31][CH:32]=[C:24]([N:23]([CH3:22])[CH3:33])[CH:25]=2)[CH:5]=[CH:6][CH:7]=1, predict the reactants needed to synthesize it. The reactants are: [Cl:1][C:2]1[CH:3]=[C:4]([NH:8][CH2:9][C:10]2[C:19]3[C:14](=[C:15]([F:20])[CH:16]=[CH:17][CH:18]=3)[NH:13][C:12](=[O:21])[CH:11]=2)[CH:5]=[CH:6][CH:7]=1.[CH3:22][N:23]([CH3:33])[C:24]1[CH:25]=[C:26]([CH:30]=[CH:31][CH:32]=1)[C:27](O)=[O:28]. (8) Given the product [OH:14][CH2:13][CH:9]1[CH2:10][CH2:11][CH2:12][N:7]([C:16]2[CH:23]=[CH:22][CH:21]=[CH:20][C:17]=2[CH:18]=[O:19])[CH2:8]1, predict the reactants needed to synthesize it. The reactants are: C(=O)([O-])[O-].[K+].[K+].[NH:7]1[CH2:12][CH2:11][CH2:10][CH:9]([CH2:13][OH:14])[CH2:8]1.F[C:16]1[CH:23]=[CH:22][CH:21]=[CH:20][C:17]=1[CH:18]=[O:19].O. (9) The reactants are: [Cl:1][C:2]1[CH:3]=[CH:4][C:5]([CH2:9][OH:10])=[C:6]([OH:8])[CH:7]=1.[CH2:11](Br)[CH3:12]. Given the product [Cl:1][C:2]1[CH:3]=[CH:4][C:5]([CH2:9][OH:10])=[C:6]([O:8][CH2:11][CH3:12])[CH:7]=1, predict the reactants needed to synthesize it.